This data is from Forward reaction prediction with 1.9M reactions from USPTO patents (1976-2016). The task is: Predict the product of the given reaction. (1) Given the reactants [CH2:1]1[CH2:5][O:4][CH:3]([N:6]2[C:12](=[O:13])[NH:11][C:9](=[O:10])[C:8]([F:14])=[CH:7]2)[CH2:2]1.[Pd:15], predict the reaction product. The product is: [Pd:15].[CH2:1]1[CH2:5][O:4][CH:3]([N:6]2[C:12](=[O:13])[NH:11][C:9](=[O:10])[C:8]([F:14])=[CH:7]2)[CH2:2]1. (2) The product is: [CH2:1]([C:3]1[CH:8]=[C:7]([C:9]2[S:10][CH:11]=[C:12]([CH2:14][C:15]([OH:17])=[O:16])[N:13]=2)[CH:6]=[CH:5][N:4]=1)[CH3:2]. Given the reactants [CH2:1]([C:3]1[CH:8]=[C:7]([C:9]2[S:10][CH:11]=[C:12]([CH2:14][C:15]([O:17]C)=[O:16])[N:13]=2)[CH:6]=[CH:5][N:4]=1)[CH3:2].[Li+].[OH-].Cl, predict the reaction product.